Regression/Classification. Given a drug SMILES string, predict its absorption, distribution, metabolism, or excretion properties. Task type varies by dataset: regression for continuous measurements (e.g., permeability, clearance, half-life) or binary classification for categorical outcomes (e.g., BBB penetration, CYP inhibition). Dataset: cyp2c9_veith. From a dataset of CYP2C9 inhibition data for predicting drug metabolism from PubChem BioAssay. The molecule is [O-][N+]1(CC[N+]2([O-])CCCCC2)CCCCC1. The result is 0 (non-inhibitor).